From a dataset of Forward reaction prediction with 1.9M reactions from USPTO patents (1976-2016). Predict the product of the given reaction. Given the reactants [CH:1]([CH:3]([CH2:8][C:9]1[CH:10]=[N:11][CH:12]=[N:13][CH:14]=1)[C:4]([O:6]C)=O)=O.C([O-])([O-])=O.[K+].[K+].[Cl:21][C:22]1[CH:27]=[CH:26][C:25]([O:28][C:29]2[CH:34]=[CH:33][C:32]([CH2:35][CH2:36][N:37]([CH3:41])[C:38]([NH2:40])=[NH:39])=[CH:31][CH:30]=2)=[CH:24][C:23]=1[C:42]([F:45])([F:44])[F:43], predict the reaction product. The product is: [Cl:21][C:22]1[CH:27]=[CH:26][C:25]([O:28][C:29]2[CH:34]=[CH:33][C:32]([CH2:35][CH2:36][N:37]([CH3:41])[C:38]3[NH:40][CH:1]=[C:3]([CH2:8][C:9]4[CH:10]=[N:11][CH:12]=[N:13][CH:14]=4)[C:4](=[O:6])[N:39]=3)=[CH:31][CH:30]=2)=[CH:24][C:23]=1[C:42]([F:43])([F:44])[F:45].